Predict the product of the given reaction. From a dataset of Forward reaction prediction with 1.9M reactions from USPTO patents (1976-2016). Given the reactants Br[C:2]1[CH:3]=[C:4]([C:22]([F:25])([F:24])[F:23])[C:5]2[N:6]([CH:8]=[C:9]([C:11]3[O:15][N:14]=[C:13]([C:16]4[CH:21]=[CH:20][CH:19]=[CH:18][CH:17]=4)[CH:12]=3)[N:10]=2)[CH:7]=1.[O:26]1[CH2:31][CH2:30]O[CH2:28][CH2:27]1, predict the reaction product. The product is: [O:26]1[CH:31]=[CH:30][CH:28]=[C:27]1[C:2]1[CH:3]=[C:4]([C:22]([F:24])([F:23])[F:25])[C:5]2[N:6]([CH:8]=[C:9]([C:11]3[O:15][N:14]=[C:13]([C:16]4[CH:17]=[CH:18][CH:19]=[CH:20][CH:21]=4)[CH:12]=3)[N:10]=2)[CH:7]=1.